From a dataset of Forward reaction prediction with 1.9M reactions from USPTO patents (1976-2016). Predict the product of the given reaction. (1) Given the reactants [Cl:1][C:2]1[CH:7]=[C:6]([N+:8]([O-:10])=[O:9])[CH:5]=[CH:4][C:3]=1[OH:11].Br[CH2:13][C:14]([O:16][CH2:17][CH3:18])=[O:15].C(=O)([O-])[O-].[K+].[K+], predict the reaction product. The product is: [CH2:17]([O:16][C:14](=[O:15])[CH2:13][O:11][C:3]1[CH:4]=[CH:5][C:6]([N+:8]([O-:10])=[O:9])=[CH:7][C:2]=1[Cl:1])[CH3:18]. (2) Given the reactants C[O:2][C:3]([C:5]1[CH:10]=[N:9][C:8]([Br:11])=[C:7]([C:12]2[CH:17]=[CH:16][C:15]([O:18][C:19]([F:22])([F:21])[F:20])=[CH:14][CH:13]=2)[N:6]=1)=[O:4].[OH-].[Li+].O, predict the reaction product. The product is: [Br:11][C:8]1[N:9]=[CH:10][C:5]([C:3]([OH:4])=[O:2])=[N:6][C:7]=1[C:12]1[CH:17]=[CH:16][C:15]([O:18][C:19]([F:21])([F:20])[F:22])=[CH:14][CH:13]=1. (3) Given the reactants C[N:2](C)[CH:3]=[O:4].[Br:6][C:7]1[CH:12]=[C:11]([Cl:13])[CH:10]=[CH:9][C:8]=1[N:14]1[CH:18]=[C:17](C(O)=O)[N:16]=[N:15]1.F[P-](F)(F)(F)(F)F.N1(OC(N(C)C)=[N+](C)C)C2N=CC=CC=2N=N1.N, predict the reaction product. The product is: [Br:6][C:7]1[CH:12]=[C:11]([Cl:13])[CH:10]=[CH:9][C:8]=1[N:14]1[CH:18]=[C:17]([C:3]([NH2:2])=[O:4])[N:16]=[N:15]1. (4) Given the reactants [F:1][C:2]([F:14])([CH3:13])[CH2:3][CH2:4][CH2:5][CH2:6][N:7]1[CH:11]=[CH:10][C:9]([NH2:12])=[N:8]1.[C:15]1([CH3:26])[CH:20]=[CH:19][CH:18]=[CH:17][C:16]=1/[CH:21]=[CH:22]/[C:23](O)=[O:24], predict the reaction product. The product is: [F:14][C:2]([F:1])([CH3:13])[CH2:3][CH2:4][CH2:5][CH2:6][N:7]1[CH:11]=[CH:10][C:9]([NH:12][C:23](=[O:24])/[CH:22]=[CH:21]/[C:16]2[CH:17]=[CH:18][CH:19]=[CH:20][C:15]=2[CH3:26])=[N:8]1. (5) Given the reactants [CH3:1][O:2][C:3](=[O:30])[CH2:4][CH2:5][NH:6][C:7](=[O:29])[C:8]1[CH:13]=[CH:12][C:11]([CH:14]([O:21][C:22]2[CH:23]=[N:24][C:25](Cl)=[CH:26][CH:27]=2)[CH2:15][CH2:16][C:17]([CH3:20])([CH3:19])[CH3:18])=[CH:10][CH:9]=1.[C:31]([C:35]1[CH:40]=[CH:39][C:38](B(O)O)=[CH:37][CH:36]=1)([CH3:34])([CH3:33])[CH3:32].[F-].[K+].COC(=O)CCCC(C1C=CC(C(OC2C=NC(C3C=CC(C(C)(C)C)=CC=3)=CC=2)CCC(C)(C)C)=CC=1)=O, predict the reaction product. The product is: [CH3:1][O:2][C:3](=[O:30])[CH2:4][CH2:5][NH:6][C:7](=[O:29])[C:8]1[CH:13]=[CH:12][C:11]([CH:14]([O:21][C:22]2[CH:23]=[N:24][C:25]([C:38]3[CH:39]=[CH:40][C:35]([C:31]([CH3:34])([CH3:33])[CH3:32])=[CH:36][CH:37]=3)=[CH:26][CH:27]=2)[CH2:15][CH2:16][C:17]([CH3:20])([CH3:19])[CH3:18])=[CH:10][CH:9]=1. (6) Given the reactants [CH3:1][C:2]1[C:6]([CH2:7][N:8]2[CH:12]=[C:11]([N:13]3[C:17](=[O:18])[C:16]([CH3:20])([CH3:19])[NH:15][C:14]3=[O:21])[CH:10]=[N:9]2)=[C:5]([CH3:22])[O:4][N:3]=1.Br[CH2:24][C:25]1[CH:30]=[CH:29][CH:28]=[C:27]([O:31][CH3:32])[CH:26]=1, predict the reaction product. The product is: [CH3:1][C:2]1[C:6]([CH2:7][N:8]2[CH:12]=[C:11]([N:13]3[C:17](=[O:18])[C:16]([CH3:19])([CH3:20])[N:15]([CH2:24][C:25]4[CH:30]=[CH:29][CH:28]=[C:27]([O:31][CH3:32])[CH:26]=4)[C:14]3=[O:21])[CH:10]=[N:9]2)=[C:5]([CH3:22])[O:4][N:3]=1. (7) Given the reactants C[O:2][C:3]([C:5]1[N:6]=[C:7]([NH:15][CH:16]([CH3:18])[CH3:17])[C:8]2[N:9]([C:11](=[O:14])[NH:12][N:13]=2)[CH:10]=1)=[O:4].[OH-].[K+].Cl, predict the reaction product. The product is: [CH:16]([NH:15][C:7]1[C:8]2[N:9]([C:11](=[O:14])[NH:12][N:13]=2)[CH:10]=[C:5]([C:3]([OH:4])=[O:2])[N:6]=1)([CH3:18])[CH3:17].